From a dataset of B-cell epitopes from IEDB database with 3,159 antigens for binding position prediction. Token-level Classification. Given an antigen amino acid sequence, predict which amino acid positions are active epitope sites capable of antibody binding. Output is a list of indices for active positions. (1) Given the antigen sequence: MSNLKELQDNITTHEQQLVTARQKLKDAEKAVEVDPDDVNKSTLQSRRAAVSALETKLGELKRQLADFITTQKLASKPVDPTGIEPDDHLKEKSSLRYGNILDVNSVDLEEPSGQTADWRSIGFYILSFTLPIILKALYMLSTRGRQTIKENKGTRIRFKDDTSYEEINGIRKPRHLYVSMPTAQSTMKADEITPGRFRTIVCGLFPAQVKARNIISPVMGVIGFNFFVKDWVERIDDFLNAECPFLPKPKDAGERFLSTIRAYFLTRQEQVLQSMLPDITDLVADAQTQGATLFNDITSPHSVWVFACAPDRCPPTALYVAGMPELGAFFSILQDMRNTIMASKSVGTAEEKLKKKSAFYQSYLRRTQSMGIQLDQRIIIMYMGHWGKEIVNHFHLGDDMDPELRILAQSLVDTKVREISNQEPLKL, which amino acid positions are active epitope sites? The epitope positions are: [165, 166, 167, 168, 169, 170, 171, 172, 173, 174]. The amino acids at these positions are: EEINGIRKPR. (2) Given the antigen sequence: MLPKFFFILITVLTLLVSLFVNGDSKFSNPHFIGNRSVITHLMEWKYDDIGDECERFLGPYGYGGVQVSPVNEHAIMDGRPWYERYQPVSYDIHTRSGDEQQFRRMVQRCNKAGVRIYVDIVLNHMTGGQSGLGTNGHHYDGVAMQYPGVPFGPNDFHGHETCPTNDLEIHNYSNRIEARNCRLVGLRDLKQQSEYVKQKQVDFLNHLIDIGVAGFRSDASTHQWPDDLRSIYSRLHNLNNEFFTENSHPFIYHETIYYGGNGINSNEYTSLGRIIEFRFYKEITNVFRNNNQLRWLRNFGTEWGLVPSGDALVMIDSHDLRVGHTGQLGFNINCFEARLLKAATAFMLAWNYGIPRVMSSYFWDQIIRDGKDVNDWVGPPTDQHGNILSVHPNPDMTCNHEWICEHRWREIYNMVKFKLIAGQEPVNNWWDNGDNQIAFSRGNRAFIAINLQKNGNDHDKNLQKRLQTGLPPGIYCDIISGNLINNRCMGKSIQVDKNG..., which amino acid positions are active epitope sites? The epitope positions are: [283, 284, 285, 286, 287, 288, 289, 290]. The amino acids at these positions are: ITNVFRNN. (3) Given the antigen sequence: MTDTSSSSSSSSASSVSAHQPTQEKPAKTYDDAASESSDDDDIDALIEELQSNHGVDDEDSDNDGPVAAGEARPVPEEYLQTDPSYGLTSDEVLKRRKKYGLNQMADEKESLVVKFVMFFVGPIQFVMEAAAILAAGLSDWVDFGVICGLLMLNAGVGFVQEFQAGSIVDELKKTLANTAVVIRDGQLVEIPANEVVPGDILQLEDGTVIPTDGRIVTEDCFLQIDQSAITGESLAVDKHYGDQTFSSSTVKRGEGFMVVTATGDNTFVGRAAALVNKAAGGQGHFTEVLNGIGIILLVLVIATLLLVWTACFYRTNGIVRILRYTLGITIIGVPVGLPAVVTTTMAVGAAYLAKKQAIVQKLSAIESLAGVEILCSDKTGTLTKNKLSLHEPYTVEGVSPDDLMLTACLAASRKKKGLDAIDKAFLKSLKQYPKAKDALTKYKVLEFHPFDPVSKKVTAVVESPEGERIVCVKGAPLFVLKTVEEDHPIPEDVHENYEN..., which amino acid positions are active epitope sites? The epitope positions are: [46, 47, 48, 49, 50, 51, 52, 53, 54, 55]. The amino acids at these positions are: IEELQSNHGV. (4) The epitope positions are: [419, 420, 421, 422, 423, 424, 425, 426, 427, 428, 429, 430, 431, 432, 433, 434, 435, 436, 437, 438]. The amino acids at these positions are: PVEVSRKNPKFMETVAEKAL. Given the antigen sequence: MMKTLLLFVGLLLTWESGQVLGDQTVSDNELQEMSNQGSKYVNKEIQNAVNGVKQIKTLIEKTNEERKTLLSNLEEAKKKKEDALNETRESETKLKELPGVCNETMMALWEECKPCLKQTCMKFYARVCRSGSGLVGRQLEEFLNQSSPFYFWMNGDRIDSLLENDRQQTHMLDVMQDHFSRASSIIDELFQDRFFTREPQDTYHYLPFSLPHRRPHFFFPKSRIVRSLMPFSPYEPLNFHAMFQPFLEMIHEAQQAMDIHFHSPAFQHPPTEFIREGDDDRTVCREIRHNSTGCLRMKDQCDKCREILSVDCSTNNPSQAKLRRELDESLQVAERLTRKYNELLKSYQWKMLNTSSLLEQLNEQFNWVSRLANLTQGEDQYYLRVTTVASHTSDSDVPSGVTEVVVKLFDSDPITVTVPVEVSRKNPKFMETVAEKALQEYRKKHR, which amino acid positions are active epitope sites?